Dataset: Forward reaction prediction with 1.9M reactions from USPTO patents (1976-2016). Task: Predict the product of the given reaction. (1) The product is: [CH2:1]([N:3]([CH2:26][C:27]([NH:50][C:51]1([N+:56]#[C-:55])[CH2:53][CH2:52]1)=[O:29])[C:4]([C:6]1[CH:7]=[C:8]2[C:16](=[CH:17][CH:18]=1)[N:15]([CH3:19])[C:14]1[CH2:13][CH2:12][CH:11]([CH:20]3[CH2:21][CH2:22][O:23][CH2:24][CH2:25]3)[CH2:10][C:9]2=1)=[O:5])[CH3:2]. Given the reactants [CH2:1]([N:3]([CH2:26][C:27]([O:29]C)=O)[C:4]([C:6]1[CH:7]=[C:8]2[C:16](=[CH:17][CH:18]=1)[N:15]([CH3:19])[C:14]1[CH2:13][CH2:12][CH:11]([CH:20]3[CH2:25][CH2:24][O:23][CH2:22][CH2:21]3)[CH2:10][C:9]2=1)=[O:5])[CH3:2].[OH-].[Li+].C(N(CC)C(C)C)(C)C.CN(C(O[N:50]1N=N[C:52]2[CH:53]=C[CH:55]=[N:56][C:51]1=2)=[N+](C)C)C.F[P-](F)(F)(F)(F)F, predict the reaction product. (2) Given the reactants [Br:1][C:2]1[C:7]([OH:8])=[CH:6][CH:5]=[C:4]([CH3:9])[CH:3]=1.C(=O)([O-])[O-].[K+].[K+].[CH2:16](Cl)[C:17](=[CH2:19])[CH3:18], predict the reaction product. The product is: [Br:1][C:2]1[CH:3]=[C:4]([CH3:9])[CH:5]=[CH:6][C:7]=1[O:8][CH2:18][C:17]([CH3:19])=[CH2:16]. (3) Given the reactants C([Li])CCC.[S:6]1[CH:10]=[CH:9][C:8]2[CH:11]=[CH:12][CH:13]=[CH:14][C:7]1=2.[Br:15][C:16]1[CH:17]=[N:18][C:19]([Cl:22])=[N:20][CH:21]=1.C(O)(=O)C.C(C1C(=O)C(Cl)=C(Cl)C(=O)C=1C#N)#N, predict the reaction product. The product is: [S:6]1[C:10]([C:17]2[C:16]([Br:15])=[CH:21][N:20]=[C:19]([Cl:22])[N:18]=2)=[CH:9][C:8]2[CH:11]=[CH:12][CH:13]=[CH:14][C:7]1=2. (4) Given the reactants [Cl:1][C:2]1[CH:3]=[C:4]([NH:18][C:19]2[C:28]3[C:23](=[CH:24][C:25]([O:31][CH2:32][CH2:33][CH2:34]Cl)=[C:26]([O:29][CH3:30])[CH:27]=3)[N:22]=[CH:21][C:20]=2[C:36]#[N:37])[CH:5]=[CH:6][C:7]=1[S:8][C:9]1[N:10]([CH2:16][CH3:17])[C:11]([CH3:15])=[C:12]([CH3:14])[N:13]=1.[CH2:38]([N:40]1[CH2:45][CH2:44][NH:43][CH2:42][CH2:41]1)[CH3:39].[Na+].[I-], predict the reaction product. The product is: [Cl:1][C:2]1[CH:3]=[C:4]([NH:18][C:19]2[C:28]3[C:23](=[CH:24][C:25]([O:31][CH2:32][CH2:33][CH2:34][N:43]4[CH2:44][CH2:45][N:40]([CH2:38][CH3:39])[CH2:41][CH2:42]4)=[C:26]([O:29][CH3:30])[CH:27]=3)[N:22]=[CH:21][C:20]=2[C:36]#[N:37])[CH:5]=[CH:6][C:7]=1[S:8][C:9]1[N:10]([CH2:16][CH3:17])[C:11]([CH3:15])=[C:12]([CH3:14])[N:13]=1. (5) Given the reactants [Li+].[CH3:2]C([N-]C(C)C)C.[CH3:9][CH:10]([CH2:16][C:17]1[CH:22]=[CH:21][C:20]([C:23]([F:26])([F:25])[F:24])=[CH:19][CH:18]=1)[C:11]([O:13][CH2:14][CH3:15])=[O:12].CI, predict the reaction product. The product is: [CH3:9][C:10]([CH3:2])([CH2:16][C:17]1[CH:18]=[CH:19][C:20]([C:23]([F:25])([F:24])[F:26])=[CH:21][CH:22]=1)[C:11]([O:13][CH2:14][CH3:15])=[O:12].